This data is from NCI-60 drug combinations with 297,098 pairs across 59 cell lines. The task is: Regression. Given two drug SMILES strings and cell line genomic features, predict the synergy score measuring deviation from expected non-interaction effect. Drug 1: CC12CCC(CC1=CCC3C2CCC4(C3CC=C4C5=CN=CC=C5)C)O. Drug 2: C1=CC(=CC=C1CC(C(=O)O)N)N(CCCl)CCCl.Cl. Cell line: SN12C. Synergy scores: CSS=22.8, Synergy_ZIP=-5.19, Synergy_Bliss=4.86, Synergy_Loewe=3.79, Synergy_HSA=3.92.